Dataset: Reaction yield outcomes from USPTO patents with 853,638 reactions. Task: Predict the reaction yield, written as a fraction of the theoretical maximum amount of product (1.0 means a 100% yield; for example, 0.34 means a 34% yield). (1) The reactants are [F:1][C:2]1[CH:22]=[C:21]([S:23]([CH3:26])(=[O:25])=[O:24])[CH:20]=[CH:19][C:3]=1[O:4][C:5]1[C:10]([CH3:11])=[C:9]([O:12][CH:13]2[CH2:18][CH2:17][NH:16][CH2:15][CH2:14]2)[N:8]=[CH:7][N:6]=1.[N:27]1[CH:32]=[CH:31][CH:30]=[C:29]([CH2:33][CH2:34]OS(C2C=CC(C)=CC=2)(=O)=O)[CH:28]=1.C(N(CC)CC)C. The catalyst is CN(C=O)C. The product is [F:1][C:2]1[CH:22]=[C:21]([S:23]([CH3:26])(=[O:24])=[O:25])[CH:20]=[CH:19][C:3]=1[O:4][C:5]1[C:10]([CH3:11])=[C:9]([O:12][CH:13]2[CH2:18][CH2:17][N:16]([CH2:34][CH2:33][C:29]3[CH:28]=[N:27][CH:32]=[CH:31][CH:30]=3)[CH2:15][CH2:14]2)[N:8]=[CH:7][N:6]=1. The yield is 0.130. (2) The reactants are C([NH:4][C:5]1[S:6][C:7]2[C:16]3[CH:15]=[CH:14][C:13]([C:17]([OH:19])=[O:18])=[CH:12][C:11]=3[NH:10][C:9](=[O:20])[C:8]=2[N:21]=1)(=O)C.Cl. The catalyst is O. The product is [NH2:4][C:5]1[S:6][C:7]2[C:16]3[CH:15]=[CH:14][C:13]([C:17]([OH:19])=[O:18])=[CH:12][C:11]=3[NH:10][C:9](=[O:20])[C:8]=2[N:21]=1. The yield is 0.860. (3) The reactants are [NH2:1][C:2]1[CH:7]=[CH:6][C:5]([C:8]([CH3:23])([CH3:22])[CH2:9][NH:10][C:11]([C:13]2[C:21]3[C:16](=[CH:17][CH:18]=[CH:19][CH:20]=3)[NH:15][N:14]=2)=[O:12])=[C:4]([Cl:24])[CH:3]=1.[CH3:25][O:26][C:27]1[CH:28]=[C:29]([CH:33]=[CH:34][C:35]=1[O:36][CH3:37])[C:30](Cl)=[O:31].C(N(CC)CC)C. The catalyst is C(Cl)Cl. The product is [Cl:24][C:4]1[CH:3]=[C:2]([NH:1][C:30](=[O:31])[C:29]2[CH:33]=[CH:34][C:35]([O:36][CH3:37])=[C:27]([O:26][CH3:25])[CH:28]=2)[CH:7]=[CH:6][C:5]=1[C:8]([CH3:22])([CH3:23])[CH2:9][NH:10][C:11]([C:13]1[C:21]2[C:16](=[CH:17][CH:18]=[CH:19][CH:20]=2)[NH:15][N:14]=1)=[O:12]. The yield is 0.330.